This data is from TCR-epitope binding with 47,182 pairs between 192 epitopes and 23,139 TCRs. The task is: Binary Classification. Given a T-cell receptor sequence (or CDR3 region) and an epitope sequence, predict whether binding occurs between them. (1) The epitope is TLIGDCATV. The TCR CDR3 sequence is CASNHANTGELFF. Result: 0 (the TCR does not bind to the epitope). (2) The epitope is GTITSGWTF. The TCR CDR3 sequence is CSALGSGYTF. Result: 0 (the TCR does not bind to the epitope). (3) The epitope is CTELKLSDY. Result: 0 (the TCR does not bind to the epitope). The TCR CDR3 sequence is CASSWGYEQYF. (4) The epitope is YEGNSPFHPL. The TCR CDR3 sequence is CGRDWYGYTF. Result: 1 (the TCR binds to the epitope).